Dataset: Reaction yield outcomes from USPTO patents with 853,638 reactions. Task: Predict the reaction yield, written as a fraction of the theoretical maximum amount of product (1.0 means a 100% yield; for example, 0.34 means a 34% yield). (1) The reactants are [CH3:1][C:2]1[CH:3]=[N:4][CH:5]=[C:6]([CH:16]=1)[C:7]([NH:9][CH:10]1[CH2:15][CH2:14][NH:13][CH2:12][CH2:11]1)=[O:8].[NH2:17][C:18]1[C:25]([O:26][CH2:27][CH3:28])=[CH:24][C:21]([CH:22]=O)=[CH:20][C:19]=1[O:29][CH2:30][CH3:31]. No catalyst specified. The product is [NH2:17][C:18]1[C:19]([O:29][CH2:30][CH3:31])=[CH:20][C:21]([CH2:22][N:13]2[CH2:12][CH2:11][CH:10]([NH:9][C:7](=[O:8])[C:6]3[CH:16]=[C:2]([CH3:1])[CH:3]=[N:4][CH:5]=3)[CH2:15][CH2:14]2)=[CH:24][C:25]=1[O:26][CH2:27][CH3:28]. The yield is 0.340. (2) The reactants are Br[C:2]1[CH:3]=[C:4]2[C:8](=[CH:9][CH:10]=1)[C@@H:7]([N:11]1[C:15]3=[N:16][C:17]([C:21]([O:24][CH3:25])([CH3:23])[CH3:22])=[CH:18][C:19]([CH3:20])=[C:14]3[N:13]=[C:12]1[CH2:26][CH3:27])[CH2:6][CH2:5]2.C([N:47]1[C:51]([C:52]2[CH:57]=[CH:56][CH:55]=[CH:54][C:53]=2B(O)O)=[N:50][N:49]=[N:48]1)(C1C=CC=CC=1)(C1C=CC=CC=1)C1C=CC=CC=1.C1C=CC(P(C2C=CC=CC=2)C2C=CC=CC=2)=CC=1.C([O-])([O-])=O.[K+].[K+]. The catalyst is CO.CC([O-])=O.CC([O-])=O.[Pd+2]. The product is [NH:50]1[C:51]([C:52]2[CH:57]=[CH:56][CH:55]=[CH:54][C:53]=2[C:2]2[CH:3]=[C:4]3[C:8](=[CH:9][CH:10]=2)[C@@H:7]([N:11]2[C:15]4=[N:16][C:17]([C:21]([O:24][CH3:25])([CH3:23])[CH3:22])=[CH:18][C:19]([CH3:20])=[C:14]4[N:13]=[C:12]2[CH2:26][CH3:27])[CH2:6][CH2:5]3)=[N:47][N:48]=[N:49]1. The yield is 0.440. (3) The reactants are CC(C)([O-])C.[Na+].Cl.Cl.[NH2:9][C:10]1[CH:11]=[N:12][N:13]([CH2:15][C:16]([OH:18])=[O:17])[CH:14]=1.Cl[C:20]1[CH:25]=[C:24]([NH:26][C:27]2[CH:28]=[CH:29][CH:30]=[C:31]3[C:36]=2[C:35](=[O:37])[N:34]([CH3:38])[CH2:33][CH2:32]3)[C:23]([F:39])=[CH:22][N:21]=1.CC1(C)C2C=CC=C(P(C3C=CC=CC=3)C3C=CC=CC=3)C=2OC2C1=CC=CC=2P(C1C=CC=CC=1)C1C=CC=CC=1. The catalyst is O1CCOCC1.C1C=CC(/C=C/C(/C=C/C2C=CC=CC=2)=O)=CC=1.C1C=CC(/C=C/C(/C=C/C2C=CC=CC=2)=O)=CC=1.C1C=CC(/C=C/C(/C=C/C2C=CC=CC=2)=O)=CC=1.[Pd].[Pd]. The product is [F:39][C:23]1[C:24]([NH:26][C:27]2[CH:28]=[CH:29][CH:30]=[C:31]3[C:36]=2[C:35](=[O:37])[N:34]([CH3:38])[CH2:33][CH2:32]3)=[CH:25][C:20]([NH:9][C:10]2[CH:11]=[N:12][N:13]([CH2:15][C:16]([OH:18])=[O:17])[CH:14]=2)=[N:21][CH:22]=1. The yield is 0.540.